Dataset: Retrosynthesis with 50K atom-mapped reactions and 10 reaction types from USPTO. Task: Predict the reactants needed to synthesize the given product. (1) Given the product CCCCCCC/C=C/C=C/CN, predict the reactants needed to synthesize it. The reactants are: CCCCCCC/C=C/C=C/CN=[N+]=[N-]. (2) Given the product Nc1c(F)cc2[nH]c(=O)c(=O)[nH]c2c1[N+](=O)[O-], predict the reactants needed to synthesize it. The reactants are: O=c1[nH]c2cc(F)c(F)c([N+](=O)[O-])c2[nH]c1=O.[NH4+]. (3) Given the product CC(C)(C)OC(=O)Nc1cc(CCc2cccc(Nc3nc(Cl)ncc3Cl)c2)ccn1, predict the reactants needed to synthesize it. The reactants are: CC(C)(C)OC(=O)Nc1cc(CCc2cccc(N)c2)ccn1.Clc1ncc(Cl)c(Cl)n1. (4) Given the product CC(Nc1ncnc2ccsc12)c1oc(=O)c2ccccc2c1-c1cn[nH]c1, predict the reactants needed to synthesize it. The reactants are: CC(N)c1oc(=O)c2ccccc2c1-c1cn[nH]c1.Clc1ncnc2ccsc12. (5) Given the product COCCN(C)c1ccc(NC(=O)c2nc(C3CCCCC3)oc2C(F)(F)F)cn1, predict the reactants needed to synthesize it. The reactants are: COCCN(C)c1ccc(N)cn1.O=C(O)c1nc(C2CCCCC2)oc1C(F)(F)F.